Dataset: Reaction yield outcomes from USPTO patents with 853,638 reactions. Task: Predict the reaction yield, written as a fraction of the theoretical maximum amount of product (1.0 means a 100% yield; for example, 0.34 means a 34% yield). (1) The reactants are [H-].[Na+].[NH2:3][C:4]1[CH:9]=[CH:8][C:7]([CH2:10][CH2:11][NH:12][C:13]2[N:18]3[C:19]([C:23](OCC)=[O:24])=[C:20]([CH3:22])[N:21]=[C:17]3[CH:16]=[CH:15][CH:14]=2)=[CH:6][CH:5]=1.O. The catalyst is CN(C=O)C. The product is [NH2:3][C:4]1[CH:5]=[CH:6][C:7]([CH2:10][CH2:11][N:12]2[C:13]3[N:18]4[C:17](=[N:21][C:20]([CH3:22])=[C:19]4[C:23]2=[O:24])[CH:16]=[CH:15][CH:14]=3)=[CH:8][CH:9]=1. The yield is 0.517. (2) The reactants are [CH2:1]([C:5]1[N:6]=[C:7]([SH:27])[NH:8][C:9](=[O:26])[C:10]=1[CH2:11][C:12]1[CH:17]=[CH:16][C:15]([C:18]2[C:19]([C:24]#[N:25])=[CH:20][CH:21]=[CH:22][CH:23]=2)=[CH:14][CH:13]=1)[CH2:2][CH2:3][CH3:4].[CH3:28]I.[OH-].[K+].CO. The catalyst is C(OCC)(=O)C. The product is [CH2:1]([C:5]1[N:6]=[C:7]([S:27][CH3:28])[NH:8][C:9](=[O:26])[C:10]=1[CH2:11][C:12]1[CH:17]=[CH:16][C:15]([C:18]2[C:19]([C:24]#[N:25])=[CH:20][CH:21]=[CH:22][CH:23]=2)=[CH:14][CH:13]=1)[CH2:2][CH2:3][CH3:4]. The yield is 0.950. (3) The reactants are [AlH4-].[Li+].[CH3:3][O:4][C:5]1[CH:6]=[C:7]2[C:12](=[CH:13][C:14]=1[O:15][CH3:16])[N:11]=[CH:10][N:9]=[C:8]2[N:17]1[CH2:26][CH2:25][C:24]2[C:19](=[CH:20][CH:21]=[C:22]([C:27](OC)=[O:28])[CH:23]=2)[CH2:18]1.ClCCl.C(O)C. The catalyst is O1CCCC1.O. The product is [CH3:3][O:4][C:5]1[CH:6]=[C:7]2[C:12](=[CH:13][C:14]=1[O:15][CH3:16])[N:11]=[CH:10][N:9]=[C:8]2[N:17]1[CH2:26][CH2:25][C:24]2[C:19](=[CH:20][CH:21]=[C:22]([CH2:27][OH:28])[CH:23]=2)[CH2:18]1. The yield is 0.843. (4) The reactants are Cl.Cl.Cl.F[C:5]1[CH:10]=[C:9]([CH2:11][N:12]2[CH2:17][CH2:16][N:15]([CH3:18])[CH2:14][CH2:13]2)[CH:8]=[C:7]([F:19])[C:6]=1[N:20]1[CH2:25][CH2:24][NH:23][CH2:22][CH2:21]1.[CH:26]1C=C(/C=C/C(/C=C/C2OC=CC=2)=O)OC=1.Cl[C:43]1[NH:44][C:45](=[O:53])[C:46]2[CH:51]=[N:50][N:49]([CH3:52])[C:47]=2[N:48]=1.O. The catalyst is CCO.CC#N. The product is [F:19][C:7]1[CH:8]=[C:9]([CH2:11][N:12]2[CH2:17][CH2:16][N:15]([CH3:18])[CH2:14][CH2:13]2)[CH:10]=[C:5]([CH3:26])[C:6]=1[N:20]1[CH2:25][CH2:24][N:23]([C:43]2[NH:44][C:45](=[O:53])[C:46]3[CH:51]=[N:50][N:49]([CH3:52])[C:47]=3[N:48]=2)[CH2:22][CH2:21]1. The yield is 0.260. (5) The reactants are [C:1]([C:5]1[C:6]([OH:19])=[C:7]([CH:12]=[C:13](C(C)(C)C)[CH:14]=1)[C:8]([O:10][CH3:11])=[O:9])([CH3:4])([CH3:3])[CH3:2].[N+:20]([O-])([OH:22])=[O:21].O. The catalyst is C(O)(=O)C. The product is [C:1]([C:5]1[C:6]([OH:19])=[C:7]([CH:12]=[C:13]([N+:20]([O-:22])=[O:21])[CH:14]=1)[C:8]([O:10][CH3:11])=[O:9])([CH3:4])([CH3:3])[CH3:2]. The yield is 0.890. (6) The reactants are Br[C:2]1[CH:3]=[CH:4][C:5]([N+:16]([O-:18])=[O:17])=[C:6]([NH:8][C:9](=[O:15])[O:10][C:11]([CH3:14])([CH3:13])[CH3:12])[CH:7]=1.[B:19]1([B:19]2[O:23][C:22]([CH3:25])([CH3:24])[C:21]([CH3:27])([CH3:26])[O:20]2)[O:23][C:22]([CH3:25])([CH3:24])[C:21]([CH3:27])([CH3:26])[O:20]1.C([O-])(=O)C.[K+]. The yield is 0.820. The product is [N+:16]([C:5]1[CH:4]=[CH:3][C:2]([B:19]2[O:23][C:22]([CH3:25])([CH3:24])[C:21]([CH3:27])([CH3:26])[O:20]2)=[CH:7][C:6]=1[NH:8][C:9](=[O:15])[O:10][C:11]([CH3:14])([CH3:13])[CH3:12])([O-:18])=[O:17]. The catalyst is C1(C)C=CC=CC=1.C1C=CC([P]([Pd]([P](C2C=CC=CC=2)(C2C=CC=CC=2)C2C=CC=CC=2)([P](C2C=CC=CC=2)(C2C=CC=CC=2)C2C=CC=CC=2)[P](C2C=CC=CC=2)(C2C=CC=CC=2)C2C=CC=CC=2)(C2C=CC=CC=2)C2C=CC=CC=2)=CC=1. (7) The reactants are C(Cl)(=O)C(Cl)=O.[Cl:7][C:8]1[N:9]=[CH:10][C:11]([C:14]([OH:16])=O)=[N:12][CH:13]=1.[NH:17]1[CH2:20][CH2:19][CH2:18]1.C(N(CC)CC)C. The catalyst is CN(C=O)C.C(Cl)Cl. The product is [N:17]1([C:14]([C:11]2[CH:10]=[N:9][C:8]([Cl:7])=[CH:13][N:12]=2)=[O:16])[CH2:20][CH2:19][CH2:18]1. The yield is 0.820. (8) The reactants are [CH3:1][C:2]1([CH3:22])[CH:6]([C:7]2[CH:12]=[CH:11][C:10]([CH3:13])=[CH:9][CH:8]=2)[C:5]2[C:14]([CH3:21])=[C:15]([NH2:20])[C:16]([CH3:19])=[C:17]([CH3:18])[C:4]=2[O:3]1.[C:23]1([CH:29]2[CH2:34][C:33](=O)[O:32][C:30]2=[O:31])[CH:28]=[CH:27][CH:26]=[CH:25][CH:24]=1.C([O-])(=O)C.[Na+]. The catalyst is C1(C)C=CC=CC=1.C(OC(=O)C)(=O)C. The product is [CH3:1][C:2]1([CH3:22])[CH:6]([C:7]2[CH:8]=[CH:9][C:10]([CH3:13])=[CH:11][CH:12]=2)[C:5]2[C:14]([CH3:21])=[C:15]([N:20]3[C:33](=[O:32])[CH2:34][CH:29]([C:23]4[CH:28]=[CH:27][CH:26]=[CH:25][CH:24]=4)[C:30]3=[O:31])[C:16]([CH3:19])=[C:17]([CH3:18])[C:4]=2[O:3]1. The yield is 0.500. (9) The reactants are C([O-])(=O)C.[NH4+].[CH3:6][O:7][CH2:8][CH2:9][N:10]([CH3:24])[C:11]1[CH:16]=[CH:15][C:14]([C:17](=O)[CH3:18])=[CH:13][C:12]=1[C:20]([F:23])([F:22])[F:21].C([BH3-])#[N:26].[Na+]. The catalyst is CO. The product is [NH2:26][CH:17]([C:14]1[CH:15]=[CH:16][C:11]([N:10]([CH2:9][CH2:8][O:7][CH3:6])[CH3:24])=[C:12]([C:20]([F:23])([F:22])[F:21])[CH:13]=1)[CH3:18]. The yield is 0.190.